From a dataset of Catalyst prediction with 721,799 reactions and 888 catalyst types from USPTO. Predict which catalyst facilitates the given reaction. Reactant: [F:1][C:2]1[CH:3]=[C:4]([CH:9]=[C:10]([S:12]([CH3:15])(=[O:14])=[O:13])[CH:11]=1)[O:5][CH2:6][CH2:7][NH2:8].[CH3:16][C:17]1C=CC(S(OCCC)(=O)=O)=C[CH:18]=1.C(=O)([O-])[O-].[K+].[K+]. Product: [F:1][C:2]1[CH:3]=[C:4]([CH:9]=[C:10]([S:12]([CH3:15])(=[O:14])=[O:13])[CH:11]=1)[O:5][CH2:6][CH2:7][NH:8][CH2:16][CH2:17][CH3:18]. The catalyst class is: 10.